From a dataset of Peptide-MHC class I binding affinity with 185,985 pairs from IEDB/IMGT. Regression. Given a peptide amino acid sequence and an MHC pseudo amino acid sequence, predict their binding affinity value. This is MHC class I binding data. (1) The peptide sequence is KQLGQVMLL. The MHC is BoLA-T2b with pseudo-sequence BoLA-T2b. The binding affinity (normalized) is 0.0815. (2) The peptide sequence is CRLIRGKMTL. The MHC is Mamu-B08 with pseudo-sequence Mamu-B08. The binding affinity (normalized) is 0.659. (3) The peptide sequence is PSGDLRQRL. The MHC is Mamu-A01 with pseudo-sequence Mamu-A01. The binding affinity (normalized) is 0. (4) The peptide sequence is IAYRNVLLR. The MHC is HLA-A33:01 with pseudo-sequence HLA-A33:01. The binding affinity (normalized) is 0.374. (5) The MHC is HLA-A68:02 with pseudo-sequence HLA-A68:02. The binding affinity (normalized) is 0.0847. The peptide sequence is KLYLRPWWH. (6) The peptide sequence is LAYQKDALL. The MHC is H-2-Kb with pseudo-sequence H-2-Kb. The binding affinity (normalized) is 0.506. (7) The peptide sequence is YTIYGAWMF. The MHC is HLA-A32:15 with pseudo-sequence HLA-A32:15. The binding affinity (normalized) is 0.595. (8) The peptide sequence is VGYYTFHPK. The MHC is HLA-B15:42 with pseudo-sequence HLA-B15:42. The binding affinity (normalized) is 0.213. (9) The peptide sequence is NYSKFWYLEH. The MHC is HLA-A11:01 with pseudo-sequence HLA-A11:01. The binding affinity (normalized) is 0.